From a dataset of Full USPTO retrosynthesis dataset with 1.9M reactions from patents (1976-2016). Predict the reactants needed to synthesize the given product. (1) Given the product [CH3:28][C:25]([O:24][C:22]([N:13]([C:6]1[C:5]([O:11][CH3:12])=[CH:4][N:3]=[C:2]([Br:1])[CH:7]=1)[NH:14][C:15]([O:17][C:18]([CH3:21])([CH3:20])[CH3:19])=[O:16])=[O:23])([CH3:26])[CH3:27], predict the reactants needed to synthesize it. The reactants are: [Br:1][C:2]1[CH:7]=[C:6](B(O)O)[C:5]([O:11][CH3:12])=[CH:4][N:3]=1.[N:13]([C:22]([O:24][C:25]([CH3:28])([CH3:27])[CH3:26])=[O:23])=[N:14][C:15]([O:17][C:18]([CH3:21])([CH3:20])[CH3:19])=[O:16]. (2) The reactants are: [CH3:1][O:2][C:3]1[CH:4]=[C:5]([CH:18]=[CH:19][CH:20]=1)[O:6][C:7]1[CH:12]=[C:11]([CH3:13])[C:10]([C:14](=[O:16])[CH3:15])=[C:9]([CH3:17])[CH:8]=1.[Br-:21].[Br-].[Br-].C([N+](CCCC)(CCCC)CCCC)CCC.C([N+](CCCC)(CCCC)CCCC)CCC.C([N+](CCCC)(CCCC)CCCC)CCC. Given the product [Br:21][CH2:15][C:14]([C:10]1[C:11]([CH3:13])=[CH:12][C:7]([O:6][C:5]2[CH:18]=[CH:19][CH:20]=[C:3]([O:2][CH3:1])[CH:4]=2)=[CH:8][C:9]=1[CH3:17])=[O:16], predict the reactants needed to synthesize it. (3) Given the product [Br:3][C:4]1[CH:9]=[C:8]([CH:7]=[CH:6][C:5]=1[C:14]([O:16][CH3:17])=[O:15])[C:10]([OH:12])=[O:11], predict the reactants needed to synthesize it. The reactants are: [OH-].[K+].[Br:3][C:4]1[CH:9]=[C:8]([C:10]([O:12]C)=[O:11])[CH:7]=[CH:6][C:5]=1[C:14]([O:16][CH3:17])=[O:15]. (4) Given the product [CH2:10]([O:17][C:18]1[CH:19]=[C:20]2[C:25](=[CH:26][CH:27]=1)[CH:24]([C:28]1[CH:33]=[CH:32][C:31]([O:34][CH2:35][CH2:36][N:37]3[CH2:41][CH2:40][CH2:39][CH2:38]3)=[CH:30][CH:29]=1)[N:23]([C:1]([C:2]1[CH:7]=[CH:6][CH:5]=[CH:4][CH:3]=1)=[O:8])[CH2:22][CH2:21]2)[C:11]1[CH:12]=[CH:13][CH:14]=[CH:15][CH:16]=1, predict the reactants needed to synthesize it. The reactants are: [C:1](Cl)(=[O:8])[C:2]1[CH:7]=[CH:6][CH:5]=[CH:4][CH:3]=1.[CH2:10]([O:17][C:18]1[CH:19]=[C:20]2[C:25](=[CH:26][CH:27]=1)[CH:24]([C:28]1[CH:33]=[CH:32][C:31]([O:34][CH2:35][CH2:36][N:37]3[CH2:41][CH2:40][CH2:39][CH2:38]3)=[CH:30][CH:29]=1)[NH:23][CH2:22][CH2:21]2)[C:11]1[CH:16]=[CH:15][CH:14]=[CH:13][CH:12]=1.CCN(CC)CC. (5) The reactants are: [NH2:1][C:2]1[C:3]2[S:15][CH:14]=[C:13]([C:16]3[CH:21]=[CH:20][C:19]([NH:22][C:23]([C:25]4[N:26]([CH3:34])[C:27]5[C:32]([CH:33]=4)=[CH:31][CH:30]=[CH:29][CH:28]=5)=[O:24])=[C:18]([O:35][CH3:36])[CH:17]=3)[C:4]=2[C:5]([N:8]=CN(C)C)=[N:6][CH:7]=1.[C:37]1([S:43](Cl)(=[O:45])=[O:44])[CH:42]=[CH:41][CH:40]=[CH:39][CH:38]=1. Given the product [NH2:8][C:5]1[C:4]2[C:13]([C:16]3[CH:21]=[CH:20][C:19]([NH:22][C:23]([C:25]4[N:26]([CH3:34])[C:27]5[C:32]([CH:33]=4)=[CH:31][CH:30]=[CH:29][CH:28]=5)=[O:24])=[C:18]([O:35][CH3:36])[CH:17]=3)=[CH:14][S:15][C:3]=2[C:2]([NH:1][S:43]([C:37]2[CH:42]=[CH:41][CH:40]=[CH:39][CH:38]=2)(=[O:45])=[O:44])=[CH:7][N:6]=1, predict the reactants needed to synthesize it. (6) Given the product [CH3:6][O:5][C:3](=[O:4])[CH2:2][N:16]1[C:15]([CH2:21][CH3:22])=[C:14]([O:13][C:12]2[CH:23]=[C:24]([Cl:26])[CH:25]=[C:10]([Cl:9])[CH:11]=2)[C:18]([CH2:19][CH3:20])=[N:17]1, predict the reactants needed to synthesize it. The reactants are: Br[CH2:2][C:3]([O:5][CH3:6])=[O:4].[H-].[Na+].[Cl:9][C:10]1[CH:11]=[C:12]([CH:23]=[C:24]([Cl:26])[CH:25]=1)[O:13][C:14]1[C:15]([CH2:21][CH3:22])=[N:16][NH:17][C:18]=1[CH2:19][CH3:20]. (7) Given the product [C:1]12([C:27]([Cl:13])=[O:26])[CH2:10][CH:4]([CH2:5][CH2:6]1)[CH:3]=[CH:2]2, predict the reactants needed to synthesize it. The reactants are: [CH:1]12[CH2:10][CH:4]([CH:5](C(O)=O)[CH2:6]1)[CH:3]=[CH:2]2.S(Cl)([Cl:13])=O.C(N(CC)CC)C.CC([O:26][CH3:27])(C)C. (8) Given the product [CH2:33]([C@H:10]1[C:11](=[O:30])[N:12]([C@H:21]([CH2:27][CH2:28][CH3:29])[C:22]([O:24][CH2:25][CH3:26])=[O:23])[C@H:13]([C:14]2[CH:19]=[CH:18][C:17]([Cl:20])=[CH:16][CH:15]=2)[C@H:8]([C:5]2[CH:6]=[CH:7][C:2]([Cl:1])=[CH:3][CH:4]=2)[O:9]1)[CH:32]=[CH2:31], predict the reactants needed to synthesize it. The reactants are: [Cl:1][C:2]1[CH:7]=[CH:6][C:5]([C@H:8]2[C@@H:13]([C:14]3[CH:19]=[CH:18][C:17]([Cl:20])=[CH:16][CH:15]=3)[N:12]([C@H:21]([CH2:27][CH2:28][CH3:29])[C:22]([O:24][CH2:25][CH3:26])=[O:23])[C:11](=[O:30])[CH2:10][O:9]2)=[CH:4][CH:3]=1.[CH2:31](Br)[CH:32]=[CH2:33].[Li+].C[Si]([N-][Si](C)(C)C)(C)C. (9) Given the product [CH2:16]([CH:17]1[O:14][CH:13]=[N:12][CH:11]1[S:1]([C:4]1[CH:5]=[CH:6][C:7]([CH3:8])=[CH:9][CH:10]=1)(=[O:3])=[O:2])[CH3:15], predict the reactants needed to synthesize it. The reactants are: [S:1]([CH2:11][N:12]=[C:13]=[O:14])([C:4]1[CH:10]=[CH:9][C:7]([CH3:8])=[CH:6][CH:5]=1)(=[O:3])=[O:2].[CH:15](=O)[CH2:16][CH3:17].[Na].O1CCN=C1. (10) Given the product [ClH:1].[N:2]1([CH2:8][CH2:9][O:10][C:11]2[CH:16]=[CH:15][C:14]([CH:17]3[C:34]4[C:29](=[CH:30][CH:31]=[C:32]([OH:35])[CH:33]=4)[C:19]4([C:27]5[C:22](=[CH:23][C:24]([OH:28])=[CH:25][CH:26]=5)[CH2:21][CH2:20]4)[CH2:18]3)=[CH:13][CH:12]=2)[CH2:7][CH2:6][CH2:5][CH2:4][CH2:3]1, predict the reactants needed to synthesize it. The reactants are: [ClH:1].[N:2]1([CH2:8][CH2:9][O:10][C:11]2[CH:16]=[CH:15][C:14]([C:17]3[C:34]4[C:29](=[CH:30][CH:31]=[C:32]([OH:35])[CH:33]=4)[C:19]4([C:27]5[C:22](=[CH:23][C:24]([OH:28])=[CH:25][CH:26]=5)[CH2:21][CH2:20]4)[CH:18]=3)=[CH:13][CH:12]=2)[CH2:7][CH2:6][CH2:5][CH2:4][CH2:3]1.